This data is from CYP1A2 inhibition data for predicting drug metabolism from PubChem BioAssay. The task is: Regression/Classification. Given a drug SMILES string, predict its absorption, distribution, metabolism, or excretion properties. Task type varies by dataset: regression for continuous measurements (e.g., permeability, clearance, half-life) or binary classification for categorical outcomes (e.g., BBB penetration, CYP inhibition). Dataset: cyp1a2_veith. The drug is Cc1ccc(NC(=O)c2ccc(CSc3nnc(C)s3)cc2)cc1. The result is 0 (non-inhibitor).